This data is from Forward reaction prediction with 1.9M reactions from USPTO patents (1976-2016). The task is: Predict the product of the given reaction. Given the reactants [CH:1]1([CH2:4][O:5][C:6](=[O:25])[CH:7]([C:12]2[CH:17]=[C:16]([O:18][CH2:19][CH:20]3[CH2:22][CH2:21]3)[C:15](I)=[C:14]([Cl:24])[CH:13]=2)[CH2:8][CH:9]([CH3:11])[CH3:10])[CH2:3][CH2:2]1.[Cl:26][C:27]1[CH:32]=[CH:31][C:30](B(O)O)=[CH:29][CH:28]=1.[F-].[Cs+].O, predict the reaction product. The product is: [CH:1]1([CH2:4][O:5][C:6](=[O:25])[CH:7]([C:12]2[CH:17]=[C:16]([O:18][CH2:19][CH:20]3[CH2:22][CH2:21]3)[C:15]([C:30]3[CH:31]=[CH:32][C:27]([Cl:26])=[CH:28][CH:29]=3)=[C:14]([Cl:24])[CH:13]=2)[CH2:8][CH:9]([CH3:11])[CH3:10])[CH2:3][CH2:2]1.